This data is from Forward reaction prediction with 1.9M reactions from USPTO patents (1976-2016). The task is: Predict the product of the given reaction. (1) Given the reactants [O:1]=[C:2]([CH3:6])[CH2:3][C:4]#[N:5].S(Cl)(Cl)=O.[C:11]([O:15][C:16](=[O:20])CC#N)([CH3:14])([CH3:13])[CH3:12].[H-].[Na+], predict the reaction product. The product is: [C:11]([O:15][C:16](=[O:20])[CH:3]([C:4]#[N:5])[C:2](=[O:1])[CH3:6])([CH3:14])([CH3:13])[CH3:12]. (2) The product is: [NH:5]1[C:13]2[C:8](=[CH:9][CH:10]=[C:11]([N:14]3[CH2:15][CH2:16][N:17]([C:20]([O:22][C:23]([CH3:26])([CH3:25])[CH3:24])=[O:21])[CH2:18][CH2:19]3)[CH:12]=2)[CH:7]=[CH:6]1. Given the reactants C([Si](C(C)C)(C(C)C)[N:5]1[C:13]2[C:8](=[CH:9][CH:10]=[C:11]([N:14]3[CH2:19][CH2:18][N:17]([C:20]([O:22][C:23]([CH3:26])([CH3:25])[CH3:24])=[O:21])[CH2:16][CH2:15]3)[CH:12]=2)[CH:7]=[CH:6]1)(C)C.CCCC[N+](CCCC)(CCCC)CCCC.[F-], predict the reaction product. (3) Given the reactants [CH3:1][CH:2]([CH3:14])[CH2:3][S:4]([C:6]1[CH:7]=[C:8]([CH2:12][OH:13])[CH:9]=[CH:10][CH:11]=1)=[O:5].CC(OI1(OC(C)=O)(OC(C)=O)OC(=O)C2C=CC=CC1=2)=O, predict the reaction product. The product is: [CH3:1][CH:2]([CH3:14])[CH2:3][S:4]([C:6]1[CH:7]=[C:8]([CH:9]=[CH:10][CH:11]=1)[CH:12]=[O:13])=[O:5].